Dataset: Full USPTO retrosynthesis dataset with 1.9M reactions from patents (1976-2016). Task: Predict the reactants needed to synthesize the given product. (1) Given the product [CH:1]([C:4]1[CH:5]=[CH:6][C:7]([C:10]([C:12]2[CH:17]=[C:16]([O:18][CH2:19][C:20]#[CH:21])[CH:15]=[CH:14][C:13]=2[N+:22]([O-:24])=[O:23])=[O:11])=[CH:8][CH:9]=1)([CH3:3])[CH3:2], predict the reactants needed to synthesize it. The reactants are: [CH:1]([C:4]1[CH:9]=[CH:8][C:7]([CH:10]([C:12]2[CH:17]=[C:16]([O:18][CH2:19][C:20]#[CH:21])[CH:15]=[CH:14][C:13]=2[N+:22]([O-:24])=[O:23])[OH:11])=[CH:6][CH:5]=1)([CH3:3])[CH3:2].CC(C)=O.OS(O)(=O)=O.O=[Cr](=O)=O. (2) Given the product [CH3:8][O:7][CH2:6][C:5]([C:12]1[N:13]=[CH:14][C:15]([CH3:18])=[CH:16][N:17]=1)=[O:4], predict the reactants needed to synthesize it. The reactants are: Cl.C([O:4][C:5]([C:12]1[N:17]=[CH:16][C:15]([CH3:18])=[CH:14][N:13]=1)(OCC)[CH2:6][O:7][CH3:8])C.C(=O)([O-])O.[Na+].[Cl-].[Na+]. (3) Given the product [NH3:3].[CH3:12][OH:13].[O:35]1[C:44]2[CH:43]=[C:42]([CH2:45][NH:3][CH:4]3[CH2:5][CH2:6][N:7]([CH2:10][C@H:11]4[N:22]5[C:23]6[C:14](=[C:15]([F:25])[CH:16]=[N:17][C:18]=6[CH:19]=[CH:20][C:21]5=[O:24])[O:13][CH2:12]4)[CH2:8][CH2:9]3)[N:41]=[CH:40][C:39]=2[O:38][CH2:37][CH2:36]1, predict the reactants needed to synthesize it. The reactants are: Cl.Cl.[NH2:3][CH:4]1[CH2:9][CH2:8][N:7]([CH2:10][C@H:11]2[N:22]3[C:23]4[C:14](=[C:15]([F:25])[CH:16]=[N:17][C:18]=4[CH:19]=[CH:20][C:21]3=[O:24])[O:13][CH2:12]2)[CH2:6][CH2:5]1.C(O)(=O)C.C([O-])(=O)C.[Na+].[O:35]1[C:44]2[CH:43]=[C:42]([CH:45]=O)[N:41]=[CH:40][C:39]=2[O:38][CH2:37][CH2:36]1. (4) Given the product [Cl:14][C:15]1[CH:16]=[C:17]([N:21]([CH2:22][CH2:23][CH2:24][NH:25][C:26]([O:27][CH3:28])=[O:29])[C:10](=[O:12])[CH2:9][N:8]([CH3:13])[C:6](=[O:7])[O:5][C:1]([CH3:2])([CH3:3])[CH3:4])[CH:18]=[CH:19][CH:20]=1, predict the reactants needed to synthesize it. The reactants are: [C:1]([O:5][C:6]([N:8]([CH3:13])[CH2:9][C:10]([OH:12])=O)=[O:7])([CH3:4])([CH3:3])[CH3:2].[Cl:14][C:15]1[CH:16]=[C:17]([NH:21][CH2:22][CH2:23][CH2:24][NH:25][C:26](=[O:29])[O:27][CH3:28])[CH:18]=[CH:19][CH:20]=1.C1CCC(N=C=NC2CCCCC2)CC1. (5) The reactants are: [CH3:1][O:2][C:3]1[C:8]([OH:9])=[CH:7][CH:6]=[C:5](/[CH:10]=[CH:11]/[C:12]([CH2:14][C:15](/[CH:17]=[CH:18]/[C:19]2[CH:27]=[C:24]([O:25][CH3:26])[C:22]([OH:23])=[CH:21][CH:20]=2)=[O:16])=[O:13])[CH:4]=1.[C:28](O)(=[O:50])/[CH:29]=[CH:30]\[CH:31]=[CH:32][CH:33]=[CH:34][CH:35]=[CH:36][CH:37]=[CH:38][CH:39]=[CH:40][CH2:41][CH2:42][CH2:43][CH2:44][CH2:45][CH2:46][CH2:47][CH2:48][CH3:49].C1(N=C=NC2CCCCC2)CCCCC1. Given the product [C:28]([O:9][C:8]1[CH:7]=[CH:6][C:5]([CH:10]=[CH:11][C:12](=[O:13])[CH2:14][C:15](=[O:16])[CH:17]=[CH:18][C:19]2[CH:20]=[CH:21][C:22]([OH:23])=[C:24]([O:25][CH3:26])[CH:27]=2)=[CH:4][C:3]=1[O:2][CH3:1])(=[O:50])[CH:29]=[CH:30][CH:31]=[CH:32][CH:33]=[CH:34][CH:35]=[CH:36][CH:37]=[CH:38][CH:39]=[CH:40][CH2:41][CH2:42][CH2:43][CH2:44][CH2:45][CH2:46][CH2:47][CH2:48][CH3:49], predict the reactants needed to synthesize it. (6) The reactants are: [O:1]([C:8]1[CH:9]=[CH:10][C:11]([NH:14][C:15]2[S:16][CH:17]=[C:18]([CH2:20][O:21]C(=O)C)[N:19]=2)=[N:12][CH:13]=1)[C:2]1[CH:7]=[CH:6][CH:5]=[CH:4][CH:3]=1.[OH-].[Na+]. Given the product [O:1]([C:8]1[CH:9]=[CH:10][C:11]([NH:14][C:15]2[S:16][CH:17]=[C:18]([CH2:20][OH:21])[N:19]=2)=[N:12][CH:13]=1)[C:2]1[CH:3]=[CH:4][CH:5]=[CH:6][CH:7]=1, predict the reactants needed to synthesize it.